Predict the reaction yield, written as a fraction of the theoretical maximum amount of product (1.0 means a 100% yield; for example, 0.34 means a 34% yield). From a dataset of Reaction yield outcomes from USPTO patents with 853,638 reactions. (1) The reactants are [NH2:1][C:2]1[CH:7]=[CH:6][C:5]([Cl:8])=[CH:4][N:3]=1.C[Si]([N-][Si](C)(C)C)(C)C.[K+].C1(C)C=CC=CC=1.[Cl:26][C:27]1[CH:38]=[C:31]2[C:32](OC(=O)[NH:36][C:30]2=[CH:29][CH:28]=1)=[O:33]. The catalyst is O1CCCC1. The product is [NH2:36][C:30]1[CH:29]=[CH:28][C:27]([Cl:26])=[CH:38][C:31]=1[C:32]([NH:1][C:2]1[CH:7]=[CH:6][C:5]([Cl:8])=[CH:4][N:3]=1)=[O:33]. The yield is 0.990. (2) The reactants are C1(C)C=CC(S(O)(=O)=O)=CC=1.[NH2:12][C@H:13]([C:34]([O:36][CH2:37][CH2:38][C:39]([F:51])([F:50])[C:40]([F:49])([F:48])[C:41]([F:47])([F:46])[C:42]([F:45])([F:44])[F:43])=[O:35])[CH2:14][CH2:15][C:16]([O:18][CH2:19][CH2:20][C:21]([F:33])([F:32])[C:22]([F:31])([F:30])[C:23]([F:29])([F:28])[C:24]([F:27])([F:26])[F:25])=[O:17].C(=O)([O-])O.[Na+]. The catalyst is C(OCC)(=O)C. The product is [NH2:12][C@H:13]([C:34]([O:36][CH2:37][CH2:38][C:39]([F:50])([F:51])[C:40]([F:48])([F:49])[C:41]([F:46])([F:47])[C:42]([F:43])([F:44])[F:45])=[O:35])[CH2:14][CH2:15][C:16]([O:18][CH2:19][CH2:20][C:21]([F:32])([F:33])[C:22]([F:30])([F:31])[C:23]([F:29])([F:28])[C:24]([F:27])([F:26])[F:25])=[O:17]. The yield is 0.740. (3) The reactants are [CH2:1]([NH:8][S:9]([C:12]1[CH:17]=[CH:16][C:15]([O:18][CH3:19])=[CH:14][CH:13]=1)(=[O:11])=[O:10])[C:2]1[CH:7]=[CH:6][CH:5]=[CH:4][CH:3]=1.[H-].[Na+].Cl[C:23]1[C:32]2[C:27](=[CH:28][C:29]([C:33]([F:36])([F:35])[F:34])=[CH:30][CH:31]=2)[N:26]=[CH:25][C:24]=1[C:37]([O:39][CH2:40][CH3:41])=[O:38].Cl. The catalyst is CN(C=O)C.O. The product is [CH2:40]([O:39][C:37]([C:24]1[CH:25]=[N:26][C:27]2[C:32]([C:23]=1[N:8]([CH2:1][C:2]1[CH:3]=[CH:4][CH:5]=[CH:6][CH:7]=1)[S:9]([C:12]1[CH:13]=[CH:14][C:15]([O:18][CH3:19])=[CH:16][CH:17]=1)(=[O:11])=[O:10])=[CH:31][CH:30]=[C:29]([C:33]([F:36])([F:35])[F:34])[CH:28]=2)=[O:38])[CH3:41]. The yield is 0.880. (4) The reactants are [CH:1]1([C:4]2[NH:8][C:7]3[C:9]([C:14]([OH:16])=O)=[CH:10][CH:11]=[C:12]([OH:13])[C:6]=3[N:5]=2)[CH2:3][CH2:2]1.[NH2:17][CH:18]1[CH2:22][CH2:21][N:20](C(OC(C)(C)C)=O)[CH2:19]1. No catalyst specified. The product is [CH:1]1([C:4]2[NH:8][C:7]3[C:9]([C:14]([NH:17][CH:18]4[CH2:22][CH2:21][NH:20][CH2:19]4)=[O:16])=[CH:10][CH:11]=[C:12]([OH:13])[C:6]=3[N:5]=2)[CH2:2][CH2:3]1. The yield is 0.270. (5) The product is [Cl:1][C:2]1[CH:3]=[CH:4][C:5]2[O:17][CH2:19][O:16][C:10]3[CH:11]=[CH:12][C:13]([Cl:15])=[CH:14][C:9]=3[CH2:8][C:6]=2[CH:7]=1. The catalyst is CN(C=O)C. The reactants are [Cl:1][C:2]1[CH:3]=[CH:4][C:5]([OH:17])=[C:6]([CH2:8][C:9]2[CH:14]=[C:13]([Cl:15])[CH:12]=[CH:11][C:10]=2[OH:16])[CH:7]=1.I[CH2:19]I.C(=O)([O-])[O-].[K+].[K+]. The yield is 0.840. (6) The reactants are [CH3:1][O:2][C:3]1[CH:4]=[C:5]([N:9]2[C@H:16]3[C@H:11]([CH2:12][CH2:13][NH:14][CH2:15]3)[CH2:10]2)[CH:6]=[N:7][CH:8]=1.[C:17]([OH:24])(=[O:23])/[CH:18]=[CH:19]/[C:20]([OH:22])=[O:21]. No catalyst specified. The product is [C:17]([OH:24])(=[O:23])/[CH:18]=[CH:19]/[C:20]([OH:22])=[O:21].[CH3:1][O:2][C:3]1[CH:4]=[C:5]([N:9]2[C@H:16]3[C@H:11]([CH2:12][CH2:13][NH:14][CH2:15]3)[CH2:10]2)[CH:6]=[N:7][CH:8]=1. The yield is 0.490. (7) The reactants are Br[C:2]1[N:10]=[CH:9][C:8]2[NH:7][C:6]3[N:11]=[CH:12][C:13]([C:15]4[CH:20]=[CH:19][C:18]([CH2:21][N:22]5[CH2:27][CH2:26][CH2:25][CH2:24][CH2:23]5)=[CH:17][CH:16]=4)=[CH:14][C:5]=3[C:4]=2[CH:3]=1.CNCCNC.[I-:34].[Na+]. The catalyst is O1CCOCC1.ClCCl.[Cu]I. The product is [I:34][C:2]1[N:10]=[CH:9][C:8]2[NH:7][C:6]3[N:11]=[CH:12][C:13]([C:15]4[CH:20]=[CH:19][C:18]([CH2:21][N:22]5[CH2:27][CH2:26][CH2:25][CH2:24][CH2:23]5)=[CH:17][CH:16]=4)=[CH:14][C:5]=3[C:4]=2[CH:3]=1. The yield is 1.00. (8) The reactants are [F:1][C:2]1[CH:3]=[C:4]([NH:9][C:10]2[CH:15]=[CH:14][CH:13]=[CH:12][CH:11]=2)[C:5]([NH2:8])=[CH:6][CH:7]=1.[CH2:16]([O:23][CH2:24][C@H:25]([NH:29][C:30]([O:32][C:33]([CH3:36])([CH3:35])[CH3:34])=[O:31])[C:26](O)=[O:27])[C:17]1[CH:22]=[CH:21][CH:20]=[CH:19][CH:18]=1.C1C=NC2N(O)N=NC=2C=1.CN1CCOCC1.Cl.CN(C)CCCN=C=NCC. The catalyst is C(Cl)Cl. The product is [C:33]([O:32][C:30](=[O:31])[NH:29][C@H:25]([C:26](=[O:27])[NH:8][C:5]1[CH:6]=[CH:7][C:2]([F:1])=[CH:3][C:4]=1[NH:9][C:10]1[CH:15]=[CH:14][CH:13]=[CH:12][CH:11]=1)[CH2:24][O:23][CH2:16][C:17]1[CH:18]=[CH:19][CH:20]=[CH:21][CH:22]=1)([CH3:34])([CH3:36])[CH3:35]. The yield is 0.830. (9) The reactants are [C:1]([O:5][C:6](=[O:21])[NH:7][C:8]1[CH:13]=[CH:12][C:11]([C:14]([CH3:17])([CH3:16])[CH3:15])=[C:10]([N+:18]([O-])=O)[CH:9]=1)([CH3:4])([CH3:3])[CH3:2]. The catalyst is CO.[Pd]. The product is [C:1]([O:5][C:6](=[O:21])[NH:7][C:8]1[CH:13]=[CH:12][C:11]([C:14]([CH3:17])([CH3:16])[CH3:15])=[C:10]([NH2:18])[CH:9]=1)([CH3:4])([CH3:2])[CH3:3]. The yield is 0.930.